Dataset: Orexin1 receptor HTS with 218,158 compounds and 233 confirmed actives. Task: Binary Classification. Given a drug SMILES string, predict its activity (active/inactive) in a high-throughput screening assay against a specified biological target. (1) The compound is OP(=O)(Cc1c(CP(O)(=O)CCC(OC)=O)cccc1)CCC(OC)=O. The result is 0 (inactive). (2) The compound is O(c1ccc(c2c([nH]nc2)N)cc1)C. The result is 0 (inactive). (3) The compound is O=c1nc([nH]c(c1CCCCC)C)Nc1ccccc1. The result is 0 (inactive). (4) The compound is O(c1c(N2CCN(CC2)c2nc(N)c(c(c2C#N)CC#N)C#N)cccc1)CC. The result is 0 (inactive).